The task is: Regression. Given two drug SMILES strings and cell line genomic features, predict the synergy score measuring deviation from expected non-interaction effect.. This data is from NCI-60 drug combinations with 297,098 pairs across 59 cell lines. (1) Drug 1: C1=CN(C=N1)CC(O)(P(=O)(O)O)P(=O)(O)O. Drug 2: CC(C)NC(=O)C1=CC=C(C=C1)CNNC.Cl. Cell line: COLO 205. Synergy scores: CSS=-5.65, Synergy_ZIP=6.96, Synergy_Bliss=8.90, Synergy_Loewe=3.07, Synergy_HSA=1.50. (2) Drug 1: CC12CCC(CC1=CCC3C2CCC4(C3CC=C4C5=CN=CC=C5)C)O. Drug 2: C1CCC(C(C1)N)N.C(=O)(C(=O)[O-])[O-].[Pt+4]. Cell line: RPMI-8226. Synergy scores: CSS=64.0, Synergy_ZIP=5.59, Synergy_Bliss=7.93, Synergy_Loewe=5.24, Synergy_HSA=8.77. (3) Drug 1: C1=NC2=C(N1)C(=S)N=C(N2)N. Drug 2: COC1=C2C(=CC3=C1OC=C3)C=CC(=O)O2. Cell line: CAKI-1. Synergy scores: CSS=44.4, Synergy_ZIP=-0.0241, Synergy_Bliss=-0.0562, Synergy_Loewe=-13.6, Synergy_HSA=-1.53. (4) Drug 1: CCCS(=O)(=O)NC1=C(C(=C(C=C1)F)C(=O)C2=CNC3=C2C=C(C=N3)C4=CC=C(C=C4)Cl)F. Drug 2: CC1CCC2CC(C(=CC=CC=CC(CC(C(=O)C(C(C(=CC(C(=O)CC(OC(=O)C3CCCCN3C(=O)C(=O)C1(O2)O)C(C)CC4CCC(C(C4)OC)OCCO)C)C)O)OC)C)C)C)OC. Cell line: LOX IMVI. Synergy scores: CSS=43.9, Synergy_ZIP=-3.51, Synergy_Bliss=-1.94, Synergy_Loewe=5.36, Synergy_HSA=6.30. (5) Drug 1: C1=CC=C(C=C1)NC(=O)CCCCCCC(=O)NO. Drug 2: C1CCC(C(C1)N)N.C(=O)(C(=O)[O-])[O-].[Pt+4]. Cell line: MALME-3M. Synergy scores: CSS=17.8, Synergy_ZIP=0.872, Synergy_Bliss=6.05, Synergy_Loewe=1.13, Synergy_HSA=3.01. (6) Drug 1: CCC1=CC2CC(C3=C(CN(C2)C1)C4=CC=CC=C4N3)(C5=C(C=C6C(=C5)C78CCN9C7C(C=CC9)(C(C(C8N6C)(C(=O)OC)O)OC(=O)C)CC)OC)C(=O)OC.C(C(C(=O)O)O)(C(=O)O)O. Drug 2: CN1C(=O)N2C=NC(=C2N=N1)C(=O)N. Cell line: SK-OV-3. Synergy scores: CSS=47.6, Synergy_ZIP=1.44, Synergy_Bliss=1.93, Synergy_Loewe=-55.8, Synergy_HSA=0.571. (7) Drug 1: COC1=C(C=C2C(=C1)N=CN=C2NC3=CC(=C(C=C3)F)Cl)OCCCN4CCOCC4. Drug 2: CC12CCC3C(C1CCC2=O)CC(=C)C4=CC(=O)C=CC34C. Cell line: DU-145. Synergy scores: CSS=65.4, Synergy_ZIP=1.04, Synergy_Bliss=0.172, Synergy_Loewe=3.14, Synergy_HSA=3.33. (8) Cell line: SK-OV-3. Synergy scores: CSS=44.6, Synergy_ZIP=-6.80, Synergy_Bliss=-8.57, Synergy_Loewe=-7.73, Synergy_HSA=-2.69. Drug 2: CCC1(C2=C(COC1=O)C(=O)N3CC4=CC5=C(C=CC(=C5CN(C)C)O)N=C4C3=C2)O. Drug 1: CS(=O)(=O)CCNCC1=CC=C(O1)C2=CC3=C(C=C2)N=CN=C3NC4=CC(=C(C=C4)OCC5=CC(=CC=C5)F)Cl. (9) Drug 1: CC1C(C(CC(O1)OC2CC(OC(C2O)C)OC3=CC4=CC5=C(C(=O)C(C(C5)C(C(=O)C(C(C)O)O)OC)OC6CC(C(C(O6)C)O)OC7CC(C(C(O7)C)O)OC8CC(C(C(O8)C)O)(C)O)C(=C4C(=C3C)O)O)O)O. Drug 2: CCC1(C2=C(COC1=O)C(=O)N3CC4=CC5=C(C=CC(=C5CN(C)C)O)N=C4C3=C2)O.Cl. Cell line: MOLT-4. Synergy scores: CSS=91.5, Synergy_ZIP=4.35, Synergy_Bliss=4.56, Synergy_Loewe=1.21, Synergy_HSA=4.73.